From a dataset of Reaction yield outcomes from USPTO patents with 853,638 reactions. Predict the reaction yield, written as a fraction of the theoretical maximum amount of product (1.0 means a 100% yield; for example, 0.34 means a 34% yield). The product is [CH3:25][O:24][C:22](=[O:23])[CH2:21][C:18]1[CH:17]=[CH:16][C:15]([O:14][CH2:41]/[CH:40]=[C:39](/[C:36]2[CH:35]=[CH:34][C:33]([C:30]3[CH:29]=[CH:28][C:27]([Br:26])=[CH:32][CH:31]=3)=[CH:38][CH:37]=2)\[CH3:1])=[CH:20][CH:19]=1. The reactants are [CH2:1](P(CCCC)CCCC)CCC.[OH:14][C:15]1[CH:20]=[CH:19][C:18]([CH2:21][C:22]([O:24][CH3:25])=[O:23])=[CH:17][CH:16]=1.[Br:26][C:27]1[CH:32]=[CH:31][C:30]([C:33]2[CH:38]=[CH:37][C:36]([CH2:39]/[CH:40]=[CH:41]/CO)=[CH:35][CH:34]=2)=[CH:29][CH:28]=1. The catalyst is C1COCC1. The yield is 0.840.